This data is from Forward reaction prediction with 1.9M reactions from USPTO patents (1976-2016). The task is: Predict the product of the given reaction. Given the reactants [O:1]1[C:5]2[CH:6]=[CH:7][C:8]([C:10]3[N:11]=[C:12]4[CH:17]=[C:16](Br)[CH:15]=[CH:14][N:13]4[CH:19]=3)=[CH:9][C:4]=2[O:3][CH2:2]1.Cl.[F:21][CH:22]1[CH2:27][CH2:26][NH:25][CH2:24][CH2:23]1, predict the reaction product. The product is: [O:1]1[C:5]2[CH:6]=[CH:7][C:8]([C:10]3[N:11]=[C:12]4[CH:17]=[C:16]([N:25]5[CH2:26][CH2:27][CH:22]([F:21])[CH2:23][CH2:24]5)[CH:15]=[CH:14][N:13]4[CH:19]=3)=[CH:9][C:4]=2[O:3][CH2:2]1.